From a dataset of Full USPTO retrosynthesis dataset with 1.9M reactions from patents (1976-2016). Predict the reactants needed to synthesize the given product. (1) Given the product [OH:8][C@H:5]1[CH2:4][N:3]([C:20]([O:22][CH2:23][C:24]2[CH:29]=[CH:28][CH:27]=[CH:26][CH:25]=2)=[O:21])[C@H:2]([CH3:1])[CH2:7][CH2:6]1, predict the reactants needed to synthesize it. The reactants are: [CH3:1][C@@H:2]1[CH2:7][CH2:6][C@@H:5]([O:8]C(C2C=CC([N+]([O-])=O)=CC=2)=O)[CH2:4][N:3]1[C:20]([O:22][CH2:23][C:24]1[CH:29]=[CH:28][CH:27]=[CH:26][CH:25]=1)=[O:21].[OH-].[Na+].O. (2) Given the product [C:20]([O:23][C:24]([NH:2][C@H:3]([CH2:8][OH:9])[C:4]([O:6][CH3:7])=[O:5])=[O:25])([CH3:22])([CH3:21])[CH3:19], predict the reactants needed to synthesize it. The reactants are: Cl.[NH2:2][C@H:3]([CH2:8][OH:9])[C:4]([O:6][CH3:7])=[O:5].CCN(C(C)C)C(C)C.[CH3:19][C:20]([O:23][C:24](O[C:24]([O:23][C:20]([CH3:22])([CH3:21])[CH3:19])=[O:25])=[O:25])([CH3:22])[CH3:21]. (3) Given the product [F:21][C:17]1[CH:16]=[C:15]([NH:14][C:10]2[CH:9]=[C:8]([C:6]3[CH:5]=[CH:4][N:3]=[C:2]([NH:27][CH2:26][CH:25]([O:24][CH3:23])[CH3:28])[N:7]=3)[CH:13]=[CH:12][N:11]=2)[CH:20]=[CH:19][CH:18]=1, predict the reactants needed to synthesize it. The reactants are: Cl[C:2]1[N:7]=[C:6]([C:8]2[CH:13]=[CH:12][N:11]=[C:10]([NH:14][C:15]3[CH:20]=[CH:19][CH:18]=[C:17]([F:21])[CH:16]=3)[CH:9]=2)[CH:5]=[CH:4][N:3]=1.Cl.[CH3:23][O:24][CH:25]([CH3:28])[CH2:26][NH2:27].C(=O)([O-])[O-].[K+].[K+]. (4) Given the product [CH3:22][N:20]1[CH:21]=[C:17]([C:14]2[CH:15]=[C:16]3[C:8]([C:6]4[CH:5]=[CH:4][CH:3]=[C:2]([N:29]5[CH2:34][CH2:33][NH:32][CH2:31][CH2:30]5)[N:7]=4)=[N:9][NH:10][C:11]3=[CH:12][N:13]=2)[CH:18]=[N:19]1, predict the reactants needed to synthesize it. The reactants are: F[C:2]1[N:7]=[C:6]([C:8]2[C:16]3[C:11](=[CH:12][N:13]=[C:14]([C:17]4[CH:18]=[N:19][N:20]([CH3:22])[CH:21]=4)[CH:15]=3)[N:10](C3CCCCO3)[N:9]=2)[CH:5]=[CH:4][CH:3]=1.[N:29]1(C(OC(C)(C)C)=O)[CH2:34][CH2:33][NH:32][CH2:31][CH2:30]1. (5) Given the product [CH3:20][O:19][C:16]1[C:17]2[N:18]=[C:10]([NH:9][C:8]([N:41]3[CH2:42][CH2:43][C:38]([CH2:37][O:36][CH3:35])([CH3:44])[CH2:39][CH2:40]3)=[O:27])[S:11][C:12]=2[C:13]([N:21]2[CH2:22][CH2:23][O:24][CH2:25][CH2:26]2)=[N:14][CH:15]=1, predict the reactants needed to synthesize it. The reactants are: C1(O[C:8](=[O:27])[NH:9][C:10]2[S:11][C:12]3[C:13]([N:21]4[CH2:26][CH2:25][O:24][CH2:23][CH2:22]4)=[N:14][CH:15]=[C:16]([O:19][CH3:20])[C:17]=3[N:18]=2)C=CC=CC=1.FC(F)(F)C(O)=O.[CH3:35][O:36][CH2:37][C:38]1([CH3:44])[CH2:43][CH2:42][NH:41][CH2:40][CH2:39]1.C(N(CC)C(C)C)(C)C.